From a dataset of Peptide-MHC class I binding affinity with 185,985 pairs from IEDB/IMGT. Regression. Given a peptide amino acid sequence and an MHC pseudo amino acid sequence, predict their binding affinity value. This is MHC class I binding data. (1) The peptide sequence is SRARIKTRL. The MHC is HLA-B15:09 with pseudo-sequence HLA-B15:09. The binding affinity (normalized) is 0.0847. (2) The peptide sequence is DMYDQQLSV. The MHC is HLA-B07:02 with pseudo-sequence HLA-B07:02. The binding affinity (normalized) is 0.0847. (3) The peptide sequence is TLLLLGLMIL. The MHC is HLA-A02:17 with pseudo-sequence HLA-A02:17. The binding affinity (normalized) is 0.280.